Dataset: Forward reaction prediction with 1.9M reactions from USPTO patents (1976-2016). Task: Predict the product of the given reaction. (1) The product is: [CH:29]([Si:25]([CH:26]([CH3:27])[CH3:28])([CH:32]([CH3:34])[CH3:33])[O:24][C:19]1[CH:18]=[CH:17][C:16]2[C:21](=[CH:22][CH:23]=[C:14]([C:12]#[C:13][Si:25]([CH3:32])([CH3:29])[CH3:26])[CH:15]=2)[CH:20]=1)([CH3:31])[CH3:30]. Given the reactants BrC1C=CC(CCCO)=CC=1.[C:12]([C:14]1[CH:15]=[C:16]2[C:21](=[CH:22][CH:23]=1)[CH:20]=[C:19]([O:24][Si:25]([CH:32]([CH3:34])[CH3:33])([CH:29]([CH3:31])[CH3:30])[CH:26]([CH3:28])[CH3:27])[CH:18]=[CH:17]2)#[CH:13].C(OCC)(=O)C, predict the reaction product. (2) Given the reactants [O:1]=[C:2]1[N:6]2[CH2:7][CH2:8][CH2:9][C:10](=[O:11])[C@H:5]2[CH2:4][N:3]1[C:12]1[CH:19]=[CH:18][C:15]([C:16]#[N:17])=[C:14]([Cl:20])[C:13]=1[CH3:21].[BH4-].[Na+], predict the reaction product. The product is: [OH:11][C@H:10]1[CH2:9][CH2:8][CH2:7][N:6]2[C:2](=[O:1])[N:3]([C:12]3[CH:19]=[CH:18][C:15]([C:16]#[N:17])=[C:14]([Cl:20])[C:13]=3[CH3:21])[CH2:4][C@H:5]12.